From a dataset of Full USPTO retrosynthesis dataset with 1.9M reactions from patents (1976-2016). Predict the reactants needed to synthesize the given product. Given the product [CH3:17][O:18][C:19](=[O:39])[CH2:20][CH2:21][C:22]1[CH:27]=[CH:26][C:25]([O:28][CH2:29][CH2:30][C@H:31]([O:9][C:6]2[CH:7]=[CH:8][C:3]([CH2:1][CH3:2])=[CH:4][C:5]=2[O:10][C:11]2[CH:16]=[CH:15][CH:14]=[CH:13][CH:12]=2)[CH3:32])=[CH:24][C:23]=1[CH3:38], predict the reactants needed to synthesize it. The reactants are: [CH2:1]([C:3]1[CH:8]=[CH:7][C:6]([OH:9])=[C:5]([O:10][C:11]2[CH:16]=[CH:15][CH:14]=[CH:13][CH:12]=2)[CH:4]=1)[CH3:2].[CH3:17][O:18][C:19](=[O:39])[CH2:20][CH2:21][C:22]1[CH:27]=[CH:26][C:25]([O:28][CH2:29][CH2:30][C@@H:31](OS(C)(=O)=O)[CH3:32])=[CH:24][C:23]=1[CH3:38].C([O-])([O-])=O.[Cs+].[Cs+].Cl.